Task: Predict the product of the given reaction.. Dataset: Forward reaction prediction with 1.9M reactions from USPTO patents (1976-2016) (1) Given the reactants [F:1][C:2]([F:31])([C:25]1[CH:30]=[CH:29][CH:28]=[CH:27][CH:26]=1)[C@H:3]([OH:24])/[CH:4]=[CH:5]/[C@H:6]1[CH2:10][CH2:9][C:8](=[O:11])[N:7]1[CH2:12][CH2:13][CH2:14][CH2:15][CH2:16][CH2:17][C:18]([O:20][CH:21]([CH3:23])[CH3:22])=[O:19], predict the reaction product. The product is: [F:31][C:2]([F:1])([C:25]1[CH:26]=[CH:27][CH:28]=[CH:29][CH:30]=1)[C@H:3]([OH:24])[CH2:4][CH2:5][C@H:6]1[CH2:10][CH2:9][C:8](=[O:11])[N:7]1[CH2:12][CH2:13][CH2:14][CH2:15][CH2:16][CH2:17][C:18]([O:20][CH:21]([CH3:23])[CH3:22])=[O:19]. (2) Given the reactants C([O:3][C:4](=O)[CH2:5][C:6]([C:8]1[CH:13]=[CH:12][C:11]([O:14][CH3:15])=[CH:10][CH:9]=1)=O)C.O.[NH2:18][NH2:19], predict the reaction product. The product is: [CH3:15][O:14][C:11]1[CH:12]=[CH:13][C:8]([C:6]2[NH:19][N:18]=[C:4]([OH:3])[CH:5]=2)=[CH:9][CH:10]=1. (3) Given the reactants [CH3:1][C:2]1[C:11]2[C:6](=[C:7]([N+:12]([O-])=O)[CH:8]=[CH:9][CH:10]=2)[CH:5]=[C:4]([CH3:15])[N:3]=1, predict the reaction product. The product is: [NH2:12][C:7]1[CH:8]=[CH:9][CH:10]=[C:11]2[C:6]=1[CH:5]=[C:4]([CH3:15])[N:3]=[C:2]2[CH3:1]. (4) Given the reactants Cl.CN(C)CCCN=C=NCC.[C:13]([O:17][C:18]([NH:20][CH:21]([CH2:25][NH:26][C:27]1[CH:32]=[CH:31][CH:30]=[CH:29][C:28]=1[NH2:33])[C:22](O)=[O:23])=[O:19])([CH3:16])([CH3:15])[CH3:14].C(OCC)(=O)C, predict the reaction product. The product is: [C:13]([O:17][C:18]([NH:20][C@@H:21]1[C:22](=[O:23])[NH:33][C:28]2[CH:29]=[CH:30][CH:31]=[CH:32][C:27]=2[NH:26][CH2:25]1)=[O:19])([CH3:16])([CH3:15])[CH3:14]. (5) The product is: [Cl:1][C:2]1[CH:3]=[C:4]([CH:8]2[CH:9]([C:27]([N:33]3[CH2:34][CH2:35][N:30]([CH2:36][CH2:37][OH:38])[CH2:31][CH2:32]3)=[O:29])[NH:10][CH:11]([CH2:22][C:23]([CH3:24])([CH3:26])[CH3:25])[C:12]2([C:15]2[CH:20]=[CH:19][C:18]([Cl:21])=[CH:17][CH:16]=2)[C:13]#[N:14])[CH:5]=[CH:6][CH:7]=1. Given the reactants [Cl:1][C:2]1[CH:3]=[C:4]([CH:8]2[C:12]([C:15]3[CH:20]=[CH:19][C:18]([Cl:21])=[CH:17][CH:16]=3)([C:13]#[N:14])[CH:11]([CH2:22][C:23]([CH3:26])([CH3:25])[CH3:24])[NH:10][CH:9]2[C:27]([OH:29])=O)[CH:5]=[CH:6][CH:7]=1.[N:30]1([CH2:36][CH2:37][OH:38])[CH2:35][CH2:34][NH:33][CH2:32][CH2:31]1.CN(C(ON1N=NC2C=CC=NC1=2)=[N+](C)C)C.F[P-](F)(F)(F)(F)F.CCN(C(C)C)C(C)C, predict the reaction product. (6) Given the reactants [C:1]([C:5]1[CH:6]=[C:7]([CH:11]=[CH:12][C:13]=1[OH:14])[C:8]([OH:10])=[O:9])([CH3:4])([CH3:3])[CH3:2].[OH-].[Na+].[I-:17].[Na+].Cl[O-].[Na+].S([O-])([O-])(=O)=S.[Na+].[Na+], predict the reaction product. The product is: [C:1]([C:5]1[CH:6]=[C:7]([CH:11]=[C:12]([I:17])[C:13]=1[OH:14])[C:8]([OH:10])=[O:9])([CH3:4])([CH3:2])[CH3:3]. (7) Given the reactants [CH3:1][C:2]1[C:3]([C:12]2[CH:16]=[C:15]([NH:17][C:18](=[O:25])[CH2:19][C:20](OCC)=[O:21])[NH:14][N:13]=2)=[N:4][C:5]2[C:10]([N:11]=1)=[CH:9][CH:8]=[CH:7][CH:6]=2.[CH3:26]O.C(O[CH2:32][CH3:33])(=O)C, predict the reaction product. The product is: [CH3:1][C:2]1[C:3]([C:12]2[CH:16]=[C:15]3[N:17]=[C:18]([OH:25])[CH:19]=[C:20]([OH:21])[N:14]3[N:13]=2)=[N:4][C:5]2[C:10]([N:11]=1)=[CH:9][CH:8]=[CH:7][CH:6]=2.[CH3:26][N:17]([C:15]1[CH:16]=[CH:12][N:13]=[CH:32][CH:33]=1)[CH3:18]. (8) Given the reactants [CH3:1][O:2][C:3]1[CH:8]=[C:7]([CH3:9])[C:6]([S:10]([N:13]([CH2:15][C:16]2[O:17][CH:18]=[C:19]([C:21](O)=[O:22])[N:20]=2)[CH3:14])(=[O:12])=[O:11])=[C:5]([CH3:24])[CH:4]=1.CCN=C=NCCCN(C)C.C1C=NC2N(O)N=NC=2C=1.[CH3:46][N:47]1[CH2:52][CH2:51][CH:50]([N:53]2[CH2:58][CH2:57][NH:56][CH2:55][CH2:54]2)[CH2:49][CH2:48]1, predict the reaction product. The product is: [CH3:1][O:2][C:3]1[CH:8]=[C:7]([CH3:9])[C:6]([S:10]([N:13]([CH3:14])[CH2:15][C:16]2[O:17][CH:18]=[C:19]([C:21]([N:56]3[CH2:55][CH2:54][N:53]([CH:50]4[CH2:51][CH2:52][N:47]([CH3:46])[CH2:48][CH2:49]4)[CH2:58][CH2:57]3)=[O:22])[N:20]=2)(=[O:11])=[O:12])=[C:5]([CH3:24])[CH:4]=1. (9) Given the reactants [Zn](CC)[CH2:2]C.C(I)I.[CH2:9]([N:16]1[CH2:21][CH2:20][CH:19]=[C:18]([CH2:22][OH:23])[CH2:17]1)[C:10]1[CH:15]=[CH:14][CH:13]=[CH:12][CH:11]=1.Cl, predict the reaction product. The product is: [CH2:9]([N:16]1[CH2:21][CH2:20][CH:19]2[C:18]([CH2:22][OH:23])([CH2:2]2)[CH2:17]1)[C:10]1[CH:15]=[CH:14][CH:13]=[CH:12][CH:11]=1. (10) Given the reactants [C:1]([C:3]1[CH:8]=[CH:7][C:6]([N:9]2[C:13]([C:14]3[C:15]([CH3:43])=[C:16]([C:33]4[CH:38]=[CH:37][CH:36]=[C:35]([C:39]([F:42])([F:41])[F:40])[CH:34]=4)[C:17]4[N:18]([N:20]=[C:21]([NH:23][C:24]([NH:26]C5CCNCC5)=[O:25])[N:22]=4)[CH:19]=3)=[CH:12][CH:11]=[N:10]2)=[CH:5][CH:4]=1)#[N:2].C=O.C(O[BH-](O[C:56](=O)[CH3:57])OC(=O)C)(=O)C.[Na+], predict the reaction product. The product is: [CH3:13][N:9]1[CH2:57][CH2:56][CH:4]([N:23]([C:21]2[N:22]=[C:17]3[C:16]([C:33]4[CH:38]=[CH:37][CH:36]=[C:35]([C:39]([F:40])([F:41])[F:42])[CH:34]=4)=[C:15]([CH3:43])[C:14]([C:13]4[N:9]([C:6]5[CH:5]=[CH:4][C:3]([C:1]#[N:2])=[CH:8][CH:7]=5)[N:10]=[CH:11][CH:12]=4)=[CH:19][N:18]3[N:20]=2)[C:24]([NH2:26])=[O:25])[CH2:5][CH2:6]1.